Dataset: Forward reaction prediction with 1.9M reactions from USPTO patents (1976-2016). Task: Predict the product of the given reaction. (1) Given the reactants [N+:1]([C:4]1[CH:9]=[C:8]([C:10]([F:13])([F:12])[F:11])[CH:7]=[CH:6][C:5]=1[NH2:14])([O-])=O.O.O.[Sn](Cl)Cl, predict the reaction product. The product is: [F:11][C:10]([F:12])([F:13])[C:8]1[CH:9]=[C:4]([NH2:1])[C:5]([NH2:14])=[CH:6][CH:7]=1. (2) Given the reactants [CH2:1]([O:8][C:9]1[CH:16]=[CH:15][C:12]([CH:13]=O)=[CH:11][C:10]=1[CH:17]1[CH2:21][CH2:20][CH2:19][CH2:18]1)[C:2]1[CH:7]=[CH:6][CH:5]=[CH:4][CH:3]=1.C1(P(C2C=CC=CC=2)(C2C=CC=CC=2)=[CH:29][C:30]([O:32][CH2:33][CH3:34])=[O:31])C=CC=CC=1, predict the reaction product. The product is: [CH2:1]([O:8][C:9]1[CH:16]=[CH:15][C:12]([CH:13]=[CH:29][C:30]([O:32][CH2:33][CH3:34])=[O:31])=[CH:11][C:10]=1[CH:17]1[CH2:21][CH2:20][CH2:19][CH2:18]1)[C:2]1[CH:7]=[CH:6][CH:5]=[CH:4][CH:3]=1. (3) The product is: [N+:19]([C:22]1[CH:29]=[CH:28][C:25]([CH2:26][N:10]2[CH2:11][CH2:12][N:7]([S:4]([CH2:1][CH2:2][CH3:3])(=[O:5])=[O:6])[CH2:8][CH2:9]2)=[CH:24][CH:23]=1)([O-:21])=[O:20]. Given the reactants [CH2:1]([S:4]([N:7]1[CH2:12][CH2:11][NH:10][CH2:9][CH2:8]1)(=[O:6])=[O:5])[CH2:2][CH3:3].C(=O)([O-])[O-].[K+].[K+].[N+:19]([C:22]1[CH:29]=[CH:28][C:25]([CH2:26]Br)=[CH:24][CH:23]=1)([O-:21])=[O:20], predict the reaction product. (4) The product is: [NH2:31][C:15]1[C:16]([N:18]2[CH2:19][CH2:20][N:21]([C:24]3[CH:29]=[CH:28][CH:27]=[CH:26][C:25]=3[CH3:30])[CH2:22][CH2:23]2)=[CH:17][C:9]([Cl:8])=[C:10]([CH:14]=1)[C:11]([OH:13])=[O:12]. Given the reactants C(O)C.C(O)(=O)C.[Cl:8][C:9]1[CH:17]=[C:16]([N:18]2[CH2:23][CH2:22][N:21]([C:24]3[CH:29]=[CH:28][CH:27]=[CH:26][C:25]=3[CH3:30])[CH2:20][CH2:19]2)[C:15]([N+:31]([O-])=O)=[CH:14][C:10]=1[C:11]([OH:13])=[O:12], predict the reaction product. (5) Given the reactants Cl[C:2]1[C:11]2[CH2:10][N:9]([CH2:12][CH3:13])[C:8](=[O:14])[NH:7][C:6]=2[N:5]=[CH:4][CH:3]=1.[F:15][C:16]1[CH:21]=[CH:20][C:19]([N:22]2[C:26]3=[N:27][CH:28]=[C:29]([C:31]4[CH:36]=[CH:35][C:34]([OH:37])=[CH:33][CH:32]=4)[CH:30]=[C:25]3[CH:24]=[CH:23]2)=[CH:18][CH:17]=1.C(=O)([O-])[O-].[Cs+].[Cs+], predict the reaction product. The product is: [CH2:12]([N:9]1[CH2:10][C:11]2[C:2]([O:37][C:34]3[CH:33]=[CH:32][C:31]([C:29]4[CH:30]=[C:25]5[CH:24]=[CH:23][N:22]([C:19]6[CH:20]=[CH:21][C:16]([F:15])=[CH:17][CH:18]=6)[C:26]5=[N:27][CH:28]=4)=[CH:36][CH:35]=3)=[CH:3][CH:4]=[N:5][C:6]=2[NH:7][C:8]1=[O:14])[CH3:13]. (6) Given the reactants [NH2:1][S:2]([C:5]1[CH:6]=[C:7]2[C:11](=[CH:12][CH:13]=1)[NH:10][C:9](=[O:14])[CH2:8]2)(=[O:4])=[O:3].[CH2:15]([O:17][C:18]([C:20]([C:22]1[NH:23][CH:24]=[CH:25][CH:26]=1)=O)=[O:19])[CH3:16].C(N(CC)CC)C, predict the reaction product. The product is: [NH2:1][S:2]([C:5]1[CH:6]=[C:7]2[C:11](=[CH:12][CH:13]=1)[NH:10][C:9](=[O:14])[C:8]2=[C:20]([C:22]1[NH:23][CH:24]=[CH:25][CH:26]=1)[C:18]([O:17][CH2:15][CH3:16])=[O:19])(=[O:4])=[O:3]. (7) Given the reactants [O:1]1[CH:5]=[CH:4][CH:3]=[C:2]1[CH:6]1OC(C)(C)C(C)(C)O1.BrC1[CH:28]=[CH:27][C:19]([C:20]([O:22][C:23]([CH3:26])([CH3:25])[CH3:24])=[O:21])=[CH:18][CH:17]=1.C(=O)([O-])[O-].[Na+].[Na+].O1CCOCC1, predict the reaction product. The product is: [O:1]1[CH:5]=[CH:4][CH:3]=[C:2]1[C:6]1[CH:28]=[CH:27][C:19]([C:20]([O:22][C:23]([CH3:24])([CH3:25])[CH3:26])=[O:21])=[CH:18][CH:17]=1.